From a dataset of Forward reaction prediction with 1.9M reactions from USPTO patents (1976-2016). Predict the product of the given reaction. (1) Given the reactants [C:1]([C:4]1[CH:9]=[CH:8][C:7]([C:10]([CH3:14])([CH3:13])[C:11]#[N:12])=[C:6]([Cl:15])[CH:5]=1)(=O)[CH3:2].[BH4-].[Na+].Cl.CC(O)C.[NH3:23], predict the reaction product. The product is: [ClH:15].[NH2:23][CH:1]([C:4]1[CH:9]=[CH:8][C:7]([C:10]([CH3:14])([CH3:13])[C:11]#[N:12])=[C:6]([Cl:15])[CH:5]=1)[CH3:2]. (2) Given the reactants [CH2:1]([O:3][CH2:4][CH2:5][CH2:6][OH:7])[CH3:2].[C:8](Cl)(=[O:12])[C:9]([Cl:11])=[O:10], predict the reaction product. The product is: [CH2:1]([O:3][CH2:4][CH2:5][CH2:6][O:7][C:8](=[O:12])[C:9]([Cl:11])=[O:10])[CH3:2].